Dataset: Experimentally validated miRNA-target interactions with 360,000+ pairs, plus equal number of negative samples. Task: Binary Classification. Given a miRNA mature sequence and a target amino acid sequence, predict their likelihood of interaction. The protein sequence of the target gene is MAVENNTQRSYSIIPCFIFVELVIMAGTVLLAYYFECTDTFQVHIQGFFCQDGDLMKPYPGTEEESFISPLVLYCVLAATPTAIIFIGEISMYFIKSTRESLIAEEKMILTGDCCYLSPLLRRIIRFIGVFAFGLFATDIFVNAGQVVTGHLTPYFLTVCQPNYTSTDCRAHQQFINNGNICTGDLEVIEKARRSFPSKHAALSIYSALYATMYITSTIKTKSSRLAKPVLCLGTLCTAFLTGLNRVSEYRNHCSDVIAGFILGTAVALFLGMCVVHNFRGTQGSPSKPKPEDPRGVPLM.... The miRNA is mmu-miR-153-3p with sequence UUGCAUAGUCACAAAAGUGAUC. Result: 0 (no interaction).